Dataset: NCI-60 drug combinations with 297,098 pairs across 59 cell lines. Task: Regression. Given two drug SMILES strings and cell line genomic features, predict the synergy score measuring deviation from expected non-interaction effect. (1) Cell line: MDA-MB-435. Drug 2: C1=NC2=C(N=C(N=C2N1C3C(C(C(O3)CO)O)F)Cl)N. Synergy scores: CSS=8.39, Synergy_ZIP=-9.22, Synergy_Bliss=-3.05, Synergy_Loewe=-20.1, Synergy_HSA=-4.99. Drug 1: CN1CCC(CC1)COC2=C(C=C3C(=C2)N=CN=C3NC4=C(C=C(C=C4)Br)F)OC. (2) Drug 1: C1=NC(=NC(=O)N1C2C(C(C(O2)CO)O)O)N. Drug 2: C(CN)CNCCSP(=O)(O)O. Cell line: K-562. Synergy scores: CSS=31.4, Synergy_ZIP=4.23, Synergy_Bliss=5.04, Synergy_Loewe=-5.43, Synergy_HSA=4.04. (3) Drug 1: C1CC(C1)(C2=CC=C(C=C2)C3=C(C=C4C(=N3)C=CN5C4=NNC5=O)C6=CC=CC=C6)N. Drug 2: CC1CCC2CC(C(=CC=CC=CC(CC(C(=O)C(C(C(=CC(C(=O)CC(OC(=O)C3CCCCN3C(=O)C(=O)C1(O2)O)C(C)CC4CCC(C(C4)OC)OP(=O)(C)C)C)C)O)OC)C)C)C)OC. Cell line: HCT116. Synergy scores: CSS=13.5, Synergy_ZIP=2.87, Synergy_Bliss=6.18, Synergy_Loewe=6.65, Synergy_HSA=6.57. (4) Drug 1: CCCCCOC(=O)NC1=NC(=O)N(C=C1F)C2C(C(C(O2)C)O)O. Drug 2: CC1CCC2CC(C(=CC=CC=CC(CC(C(=O)C(C(C(=CC(C(=O)CC(OC(=O)C3CCCCN3C(=O)C(=O)C1(O2)O)C(C)CC4CCC(C(C4)OC)O)C)C)O)OC)C)C)C)OC. Cell line: SNB-19. Synergy scores: CSS=14.9, Synergy_ZIP=0.466, Synergy_Bliss=2.38, Synergy_Loewe=-8.78, Synergy_HSA=4.03. (5) Drug 1: C1=CN(C=N1)CC(O)(P(=O)(O)O)P(=O)(O)O. Drug 2: CC(C)NC(=O)C1=CC=C(C=C1)CNNC.Cl. Cell line: SF-539. Synergy scores: CSS=10.2, Synergy_ZIP=1.81, Synergy_Bliss=-1.81, Synergy_Loewe=3.90, Synergy_HSA=2.26.